This data is from Full USPTO retrosynthesis dataset with 1.9M reactions from patents (1976-2016). The task is: Predict the reactants needed to synthesize the given product. (1) Given the product [C:9]12([NH:19][CH2:7][C:4]3[S:5][CH:6]=[C:2]([CH3:1])[N:3]=3)[CH2:16][CH:15]3[CH2:14][CH:13]([CH2:12][CH:11]([CH2:17]3)[CH2:10]1)[CH2:18]2, predict the reactants needed to synthesize it. The reactants are: [CH3:1][C:2]1[N:3]=[C:4]([CH:7]=O)[S:5][CH:6]=1.[C:9]12([NH2:19])[CH2:18][CH:13]3[CH2:14][CH:15]([CH2:17][CH:11]([CH2:12]3)[CH2:10]1)[CH2:16]2. (2) The reactants are: [C:1]([O:5][C:6]([N:8]1[CH2:13][CH2:12][CH2:11][C@@H:10]([C:14](=[O:28])[C:15]2[CH:20]=[CH:19][CH:18]=[CH:17][C:16]=2[O:21][C:22]2[CH:27]=[CH:26][CH:25]=[CH:24][CH:23]=2)[CH2:9]1)=[O:7])([CH3:4])([CH3:3])[CH3:2].[CH3:29][O:30][CH2:31][CH2:32][CH2:33][CH2:34][Mg]Cl. Given the product [OH:28][C@@:14]([C@@H:10]1[CH2:11][CH2:12][CH2:13][N:8]([C:6]([O:5][C:1]([CH3:4])([CH3:2])[CH3:3])=[O:7])[CH2:9]1)([C:15]1[CH:20]=[CH:19][CH:18]=[CH:17][C:16]=1[O:21][C:22]1[CH:23]=[CH:24][CH:25]=[CH:26][CH:27]=1)[CH2:34][CH2:33][CH2:32][CH2:31][O:30][CH3:29], predict the reactants needed to synthesize it. (3) The reactants are: Cl.[CH2:2]([N:9]1[CH2:14][CH2:13][C:12]2([C:18]3[CH:19]=[CH:20][C:21]([O:23]C)=[CH:22][C:17]=3[O:16][CH2:15]2)[CH2:11][CH2:10]1)[C:3]1[CH:8]=[CH:7][CH:6]=[CH:5][CH:4]=1.Br. Given the product [CH2:2]([N:9]1[CH2:14][CH2:13][C:12]2([C:18]3[CH:19]=[CH:20][C:21]([OH:23])=[CH:22][C:17]=3[O:16][CH2:15]2)[CH2:11][CH2:10]1)[C:3]1[CH:8]=[CH:7][CH:6]=[CH:5][CH:4]=1, predict the reactants needed to synthesize it. (4) The reactants are: [OH-:1].[Na+].[O:3]1[CH2:8][CH2:7][O:6][CH2:5][CH:4]1[C:9]#N.S(=O)(=O)(O)O.[OH2:16]. Given the product [O:3]1[CH2:8][CH2:7][O:6][CH2:5][CH:4]1[C:9]([OH:16])=[O:1], predict the reactants needed to synthesize it. (5) The reactants are: [C:1]([C:5]1[O:6][C:7]2[C:13]([S:14](Cl)(=[O:16])=[O:15])=[C:12]([Cl:18])[CH:11]=[CH:10][C:8]=2[N:9]=1)([CH3:4])([CH3:3])[CH3:2].C(N(CC)CC)C.[CH3:26][CH2:27][N:28]([CH2:31][CH2:32][NH:33][CH3:34])[CH2:29][CH3:30]. Given the product [CH2:27]([N:28]([CH2:29][CH3:30])[CH2:31][CH2:32][N:33]([CH3:34])[S:14]([C:13]1[C:7]2[O:6][C:5]([C:1]([CH3:4])([CH3:3])[CH3:2])=[N:9][C:8]=2[CH:10]=[CH:11][C:12]=1[Cl:18])(=[O:16])=[O:15])[CH3:26], predict the reactants needed to synthesize it. (6) The reactants are: [O:1]([C:8]1[CH:13]=[CH:12][C:11]([C:14]2([C:17]([OH:19])=O)[CH2:16][CH2:15]2)=[CH:10][CH:9]=1)[C:2]1[CH:7]=[CH:6][CH:5]=[CH:4][CH:3]=1.Cl.Cl.[NH:22]1[CH2:26][CH2:25][C:24]2([C:34]3[CH:33]=[CH:32][N:31]=[CH:30][C:29]=3[C:28](=[O:35])[O:27]2)[CH2:23]1.F[P-](F)(F)(F)(F)F.N1(O[P+](N(C)C)(N(C)C)N(C)C)C2C=CC=CC=2N=N1.C(N(CC)C(C)C)(C)C. Given the product [O:1]([C:8]1[CH:9]=[CH:10][C:11]([C:14]2([C:17]([N:22]3[CH2:26][CH2:25][C:24]4([C:34]5[CH:33]=[CH:32][N:31]=[CH:30][C:29]=5[C:28](=[O:35])[O:27]4)[CH2:23]3)=[O:19])[CH2:15][CH2:16]2)=[CH:12][CH:13]=1)[C:2]1[CH:3]=[CH:4][CH:5]=[CH:6][CH:7]=1, predict the reactants needed to synthesize it.